This data is from Merck oncology drug combination screen with 23,052 pairs across 39 cell lines. The task is: Regression. Given two drug SMILES strings and cell line genomic features, predict the synergy score measuring deviation from expected non-interaction effect. (1) Drug 1: CN(Cc1cnc2nc(N)nc(N)c2n1)c1ccc(C(=O)NC(CCC(=O)O)C(=O)O)cc1. Drug 2: O=C(O)C1(Cc2cccc(Nc3nccs3)n2)CCC(Oc2cccc(Cl)c2F)CC1. Cell line: NCIH23. Synergy scores: synergy=-11.0. (2) Drug 1: COc1cccc2c1C(=O)c1c(O)c3c(c(O)c1C2=O)CC(O)(C(=O)CO)CC3OC1CC(N)C(O)C(C)O1. Cell line: NCIH2122. Synergy scores: synergy=5.73. Drug 2: CS(=O)(=O)CCNCc1ccc(-c2ccc3ncnc(Nc4ccc(OCc5cccc(F)c5)c(Cl)c4)c3c2)o1. (3) Synergy scores: synergy=12.5. Drug 1: COC1CC2CCC(C)C(O)(O2)C(=O)C(=O)N2CCCCC2C(=O)OC(C(C)CC2CCC(OP(C)(C)=O)C(OC)C2)CC(=O)C(C)C=C(C)C(O)C(OC)C(=O)C(C)CC(C)C=CC=CC=C1C. Drug 2: CCc1cnn2c(NCc3ccc[n+]([O-])c3)cc(N3CCCCC3CCO)nc12. Cell line: NCIH23. (4) Drug 1: CN1C(=O)C=CC2(C)C3CCC4(C)C(NC(=O)OCC(F)(F)F)CCC4C3CCC12. Drug 2: CCN(CC)CCNC(=O)c1c(C)[nH]c(C=C2C(=O)Nc3ccc(F)cc32)c1C. Cell line: NCIH460. Synergy scores: synergy=3.79.